This data is from Forward reaction prediction with 1.9M reactions from USPTO patents (1976-2016). The task is: Predict the product of the given reaction. (1) Given the reactants CN(C(ON1N=NC2C=CC=NC1=2)=[N+](C)C)C.F[P-](F)(F)(F)(F)F.[NH2:25][C:26]1[CH:34]=[CH:33][C:29]([C:30]([OH:32])=O)=[CH:28][C:27]=1[O:35][CH3:36].CCN(C(C)C)C(C)C.[CH3:46][N:47]1[CH2:52][CH2:51][NH:50][CH2:49][CH2:48]1, predict the reaction product. The product is: [NH2:25][C:26]1[CH:34]=[CH:33][C:29]([C:30]([N:50]2[CH2:51][CH2:52][N:47]([CH3:46])[CH2:48][CH2:49]2)=[O:32])=[CH:28][C:27]=1[O:35][CH3:36]. (2) Given the reactants [Si]([O:8][CH2:9][CH:10]1[CH2:14][CH2:13][CH:12]([CH:15]([C:28]#[N:29])[N:16]([CH3:27])[C:17](=[O:26])[O:18][CH2:19][C:20]2[CH:25]=[CH:24][CH:23]=[CH:22][CH:21]=2)[CH2:11]1)(C(C)(C)C)(C)C.[F-].C([N+](CCCC)(CCCC)CCCC)CCC.O, predict the reaction product. The product is: [C:28]([CH:15]([CH:12]1[CH2:13][CH2:14][CH:10]([CH2:9][OH:8])[CH2:11]1)[N:16]([CH3:27])[C:17](=[O:26])[O:18][CH2:19][C:20]1[CH:25]=[CH:24][CH:23]=[CH:22][CH:21]=1)#[N:29]. (3) The product is: [Cl:10][C:11]1[CH:18]=[CH:17][C:14]([CH:15]([C:3]2[CH:4]=[CH:5][C:6]([F:8])=[CH:7][C:2]=2[F:1])[OH:16])=[C:13]([F:19])[CH:12]=1. Given the reactants [F:1][C:2]1[CH:7]=[C:6]([F:8])[CH:5]=[CH:4][C:3]=1Br.[Cl:10][C:11]1[CH:18]=[CH:17][C:14]([CH:15]=[O:16])=[C:13]([F:19])[CH:12]=1.ClC1C=CC(C(C2C=CC(OC)=CC=2)O)=CC=1, predict the reaction product. (4) Given the reactants [CH3:1][O:2][C:3]1[CH:8]=[CH:7][C:6]([C:9]2[C:10](=[O:17])[N:11]=[C:12](SC)[NH:13][N:14]=2)=[CH:5][CH:4]=1.CO[C:20]1[CH:25]=[CH:24][C:23]([C:26]2C(=O)NC(=S)[NH:30][N:31]=2)=[CH:22][CH:21]=1.[OH-:34].[Na+].I[CH3:37], predict the reaction product. The product is: [CH3:37][O:34][C:22]1[CH:21]=[CH:20][CH:25]=[CH:24][C:23]=1[C:26]1[N:13]2[N:14]=[C:9]([C:6]3[CH:7]=[CH:8][C:3]([O:2][CH3:1])=[CH:4][CH:5]=3)[C:10](=[O:17])[NH:11][C:12]2=[N:30][N:31]=1.